Dataset: Full USPTO retrosynthesis dataset with 1.9M reactions from patents (1976-2016). Task: Predict the reactants needed to synthesize the given product. (1) Given the product [CH3:7][C:8]1[CH:13]=[N:12][C:11]([C:14]2[N:18]([CH3:19])[C:17]([S:20]([CH3:21])(=[O:23])=[O:28])=[N:16][N:15]=2)=[CH:10][N:9]=1, predict the reactants needed to synthesize it. The reactants are: [Mn]([O-])(=O)(=O)=O.[K+].[CH3:7][C:8]1[CH:13]=[N:12][C:11]([C:14]2[N:18]([CH3:19])[C:17]([S:20][CH3:21])=[N:16][N:15]=2)=[CH:10][N:9]=1.S([O-])(O)(=O)=[O:23].[Na+].[OH2:28]. (2) Given the product [N:22]1[CH:45]=[CH:44][CH:24]=[C:20]([N:25]2[CH:26]=[CH:27][C:28]3=[C:20]([C:9]4[CH:10]=[C:11]([C:14]([O:16][CH3:17])=[O:15])[S:12][CH:13]=4)[CH:21]=[N:22][N:23]3[CH2:24]2)[CH:21]=1, predict the reactants needed to synthesize it. The reactants are: CC1(C)C(C)(C)OB([C:9]2[CH:10]=[C:11]([C:14]([O:16][CH3:17])=[O:15])[S:12][CH:13]=2)O1.Br[C:20]1[CH:21]=[N:22][N:23]2[CH:28]=[C:27](C3C=NC=CC=3)[CH:26]=[N:25][C:24]=12.C(=O)(O)[O-].[Na+].O1[CH2:45][CH2:44]OCC1. (3) Given the product [OH:30][CH2:2][CH2:1][S:3]([N:6]1[CH2:7][CH2:8][CH:9]([C:12]2[C:20]3[C:15](=[C:16]([C:27]([NH2:29])=[O:28])[CH:17]=[C:18]([C:21]4[CH:26]=[CH:25][CH:24]=[CH:23][CH:22]=4)[CH:19]=3)[NH:14][CH:13]=2)[CH2:10][CH2:11]1)(=[O:5])=[O:4], predict the reactants needed to synthesize it. The reactants are: [CH:1]([S:3]([N:6]1[CH2:11][CH2:10][CH:9]([C:12]2[C:20]3[C:15](=[C:16]([C:27]([NH2:29])=[O:28])[CH:17]=[C:18]([C:21]4[CH:26]=[CH:25][CH:24]=[CH:23][CH:22]=4)[CH:19]=3)[NH:14][CH:13]=2)[CH2:8][CH2:7]1)(=[O:5])=[O:4])=[CH2:2].[OH-:30].[Na+].